Dataset: Forward reaction prediction with 1.9M reactions from USPTO patents (1976-2016). Task: Predict the product of the given reaction. (1) Given the reactants [C:1]([C:4]1[CH:5]=[CH:6][C:7]([Br:10])=[N:8][CH:9]=1)(=[O:3])[CH3:2].CO[CH:13](OC)[N:14]([CH3:16])[CH3:15], predict the reaction product. The product is: [Br:10][C:7]1[N:8]=[CH:9][C:4]([C:1](=[O:3])/[CH:2]=[CH:13]/[N:14]([CH3:16])[CH3:15])=[CH:5][CH:6]=1. (2) Given the reactants [C:1]1([C:7]2[O:11][C:10]([C:12]([OH:14])=O)=[CH:9][CH:8]=2)[CH:6]=[CH:5][CH:4]=[CH:3][CH:2]=1.[NH2:15][C:16]1[CH:17]=[C:18]([CH2:22][C:23]#[N:24])[CH:19]=[CH:20][CH:21]=1, predict the reaction product. The product is: [C:23]([CH2:22][C:18]1[CH:17]=[C:16]([NH:15][C:12]([C:10]2[O:11][C:7]([C:1]3[CH:2]=[CH:3][CH:4]=[CH:5][CH:6]=3)=[CH:8][CH:9]=2)=[O:14])[CH:21]=[CH:20][CH:19]=1)#[N:24]. (3) Given the reactants C(=O)([O-])[O-].[K+].[K+].[Br:7][C:8]1[CH:9]=[C:10]([SH:15])[CH:11]=[CH:12][C:13]=1[F:14].Br[CH2:17][C:18]1[CH:23]=[CH:22][C:21]([C:24]([OH:33])([C:29]([F:32])([F:31])[F:30])[C:25]([F:28])([F:27])[F:26])=[CH:20][CH:19]=1, predict the reaction product. The product is: [Br:7][C:8]1[CH:9]=[C:10]([S:15][CH2:17][C:18]2[CH:19]=[CH:20][C:21]([C:24]([OH:33])([C:25]([F:26])([F:27])[F:28])[C:29]([F:30])([F:31])[F:32])=[CH:22][CH:23]=2)[CH:11]=[CH:12][C:13]=1[F:14].